Dataset: Full USPTO retrosynthesis dataset with 1.9M reactions from patents (1976-2016). Task: Predict the reactants needed to synthesize the given product. Given the product [C:18]([NH:22][C:15](=[O:17])[CH2:14][S:13][C:10]1[S:11][CH:12]=[C:8]([C:5]2[CH:4]=[CH:3][C:2]([F:1])=[CH:7][CH:6]=2)[N:9]=1)([CH3:21])([CH3:20])[CH3:19], predict the reactants needed to synthesize it. The reactants are: [F:1][C:2]1[CH:7]=[CH:6][C:5]([C:8]2[N:9]=[C:10]([S:13][CH2:14][C:15]([OH:17])=O)[S:11][CH:12]=2)=[CH:4][CH:3]=1.[C:18]([NH2:22])([CH3:21])([CH3:20])[CH3:19].